From a dataset of Reaction yield outcomes from USPTO patents with 853,638 reactions. Predict the reaction yield, written as a fraction of the theoretical maximum amount of product (1.0 means a 100% yield; for example, 0.34 means a 34% yield). (1) The reactants are [OH:1][C:2]1[CH:9]=[CH:8][C:5]([C:6]#[N:7])=[CH:4][CH:3]=1.[Br:10][CH2:11][CH2:12][CH2:13]Br.C([O-])([O-])=O.[Cs+].[Cs+]. The catalyst is C(#N)C. The product is [Br:10][CH2:11][CH2:12][CH2:13][O:1][C:2]1[CH:9]=[CH:8][C:5]([C:6]#[N:7])=[CH:4][CH:3]=1. The yield is 0.714. (2) The reactants are [CH2:1]([N:3]([CH2:20][CH3:21])[C:4]([C:6]1[CH:19]=[CH:18][C:9]([CH2:10][C:11]2[CH:16]=[CH:15][CH:14]=[CH:13][C:12]=2[OH:17])=[CH:8][CH:7]=1)=[O:5])[CH3:2].[H-].[Na+].[Br:24][CH2:25][CH2:26][CH2:27]Br.O. The catalyst is O1CCCC1. The product is [Br:24][CH2:25][CH2:26][CH2:27][O:17][C:12]1[CH:13]=[CH:14][CH:15]=[CH:16][C:11]=1[CH2:10][C:9]1[CH:18]=[CH:19][C:6]([C:4](=[O:5])[N:3]([CH2:1][CH3:2])[CH2:20][CH3:21])=[CH:7][CH:8]=1. The yield is 0.690. (3) The reactants are [Si]([O:18][CH2:19][C:20]1[O:24][C:23]([C:25]2[CH:30]=[CH:29][CH:28]=[CH:27][CH:26]=2)=[N:22][C:21]=1[CH2:31][O:32][C:33]1[CH:38]=[CH:37][C:36]([O:39][CH2:40][C:41]2[N:42]=[C:43]([C:47]3[CH:52]=[CH:51][CH:50]=[CH:49][CH:48]=3)[O:44][C:45]=2[CH3:46])=[CH:35][CH:34]=1)(C(C)(C)C)(C1C=CC=CC=1)C1C=CC=CC=1.O1CCCC1.[F-].C([N+](CCCC)(CCCC)CCCC)CCC. The catalyst is O. The product is [CH3:46][C:45]1[O:44][C:43]([C:47]2[CH:48]=[CH:49][CH:50]=[CH:51][CH:52]=2)=[N:42][C:41]=1[CH2:40][O:39][C:36]1[CH:37]=[CH:38][C:33]([O:32][CH2:31][C:21]2[N:22]=[C:23]([C:25]3[CH:26]=[CH:27][CH:28]=[CH:29][CH:30]=3)[O:24][C:20]=2[CH2:19][OH:18])=[CH:34][CH:35]=1. The yield is 0.590. (4) The reactants are [O:1]1[CH2:6][CH2:5][CH:4]([CH:7]([OH:9])[CH3:8])[CH2:3][CH2:2]1.C(N(CC)CC)C.[CH3:17][S:18](Cl)(=[O:20])=[O:19]. The yield is 0.700. The catalyst is C(Cl)Cl. The product is [O:1]1[CH2:6][CH2:5][CH:4]([CH:7]([O:9][S:18]([CH3:17])(=[O:20])=[O:19])[CH3:8])[CH2:3][CH2:2]1. (5) The reactants are [Cl:1][C:2]1[CH:8]=[C:7]([O:9][C:10]2[C:11]3[N:18]([CH3:19])[CH:17]=[CH:16][C:12]=3[N:13]=[CH:14][N:15]=2)[CH:6]=[CH:5][C:3]=1[NH2:4].C(N(CC)CC)C.ClC(Cl)(O[C:31](=[O:37])OC(Cl)(Cl)Cl)Cl.[CH3:39][C:40]1[CH:46]=[CH:45][C:44]([C:47]([F:50])([F:49])[F:48])=[CH:43][C:41]=1[NH2:42]. The catalyst is C(Cl)(Cl)Cl.O. The product is [Cl:1][C:2]1[CH:8]=[C:7]([O:9][C:10]2[C:11]3[N:18]([CH3:19])[CH:17]=[CH:16][C:12]=3[N:13]=[CH:14][N:15]=2)[CH:6]=[CH:5][C:3]=1[NH:4][C:31]([NH:42][C:41]1[CH:43]=[C:44]([C:47]([F:48])([F:49])[F:50])[CH:45]=[CH:46][C:40]=1[CH3:39])=[O:37]. The yield is 0.180. (6) The reactants are [Cl:1][C:2]1[CH:3]=[C:4]([NH:26][C:27]([C:29]2[S:33][C:32]3[CH:34]=[CH:35][C:36]([NH:38]C(=O)OC(C)(C)C)=[CH:37][C:31]=3[CH:30]=2)=[O:28])[CH:5]=[C:6]([C:8]([C:11]2[CH:16]=[C:15]([O:17][C:18]([F:21])([F:20])[F:19])[CH:14]=[C:13]([O:22][CH:23]([CH3:25])[CH3:24])[CH:12]=2)([CH3:10])[CH3:9])[CH:7]=1.C(O)(C(F)(F)F)=O. The catalyst is C(Cl)Cl. The product is [NH2:38][C:36]1[CH:35]=[CH:34][C:32]2[S:33][C:29]([C:27]([NH:26][C:4]3[CH:5]=[C:6]([C:8]([C:11]4[CH:16]=[C:15]([O:17][C:18]([F:19])([F:20])[F:21])[CH:14]=[C:13]([O:22][CH:23]([CH3:25])[CH3:24])[CH:12]=4)([CH3:9])[CH3:10])[CH:7]=[C:2]([Cl:1])[CH:3]=3)=[O:28])=[CH:30][C:31]=2[CH:37]=1. The yield is 0.930. (7) The reactants are [CH:1]([C:4]1[O:8][N:7]=[C:6]([CH3:9])[C:5]=1[C:10]([O:12]CC)=[O:11])([CH3:3])[CH3:2].C(O)C.[OH-].[Na+]. The catalyst is O. The product is [CH:1]([C:4]1[O:8][N:7]=[C:6]([CH3:9])[C:5]=1[C:10]([OH:12])=[O:11])([CH3:3])[CH3:2]. The yield is 0.800. (8) The reactants are [NH2:1][C:2]1[C:10]([C:11]([F:14])([F:13])[F:12])=[CH:9][CH:8]=[CH:7][C:3]=1[C:4]([OH:6])=O.N1[CH:19]=[CH:18]N=C1.C(Cl)(=O)C.Cl.[NH2:25][CH:26]1[CH2:31][CH2:30][C:29](=[O:32])[NH:28][C:27]1=[O:33].P(OC1C=CC=CC=1)(OC1C=CC=CC=1)OC1C=CC=CC=1. The catalyst is C(#N)C.O. The product is [CH3:18][C:19]1[N:25]([CH:26]2[CH2:31][CH2:30][C:29](=[O:32])[NH:28][C:27]2=[O:33])[C:4](=[O:6])[C:3]2[C:2](=[C:10]([C:11]([F:14])([F:13])[F:12])[CH:9]=[CH:8][CH:7]=2)[N:1]=1. The yield is 0.100. (9) The reactants are [CH2:1]([O:19][CH:20]([CH2:23][O:24][CH2:25][CH2:26][CH2:27][CH2:28][CH2:29][CH2:30][CH2:31][CH2:32]/[CH:33]=[CH:34]\[CH2:35]/[CH:36]=[CH:37]\[CH2:38][CH2:39][CH2:40][CH2:41][CH3:42])[CH:21]=[O:22])[CH2:2][CH2:3][CH2:4][CH2:5][CH2:6][CH2:7][CH2:8]/[CH:9]=[CH:10]\[CH2:11]/[CH:12]=[CH:13]\[CH2:14][CH2:15][CH2:16][CH2:17][CH3:18]. The catalyst is C(OCC)C. The product is [CH2:25]([O:24][CH2:23][CH:20]([O:19][CH2:1][CH2:2][CH2:3][CH2:4][CH2:5][CH2:6][CH2:7][CH2:8]/[CH:9]=[CH:10]\[CH2:11]/[CH:12]=[CH:13]\[CH2:14][CH2:15][CH2:16][CH2:17][CH3:18])[CH:21]([OH:22])[CH2:1][CH2:2][CH2:3][CH2:4][CH2:5][CH2:6][CH2:7][CH2:8]/[CH:9]=[CH:10]\[CH2:11]/[CH:12]=[CH:13]\[CH2:14][CH2:15][CH2:16][CH2:17][CH3:18])[CH2:26][CH2:27][CH2:28][CH2:29][CH2:30][CH2:31][CH2:32]/[CH:33]=[CH:34]\[CH2:35]/[CH:36]=[CH:37]\[CH2:38][CH2:39][CH2:40][CH2:41][CH3:42]. The yield is 0.210.